From a dataset of Full USPTO retrosynthesis dataset with 1.9M reactions from patents (1976-2016). Predict the reactants needed to synthesize the given product. Given the product [C:42]([O:46][C:39]([NH:36][C:8]1[C:3]([CH3:2])=[N:4][C:5]([CH3:16])=[CH:6][C:7]=1[C:12]([F:13])([F:14])[F:15])=[O:41])([CH3:45])([CH3:44])[CH3:43], predict the reactants needed to synthesize it. The reactants are: Cl.[CH3:2][C:3]1[C:8](C(O)=O)=[C:7]([C:12]([F:15])([F:14])[F:13])[CH:6]=[C:5]([CH3:16])[N:4]=1.C1(P(N=[N+]=[N-])(C2C=CC=CC=2)=O)C=CC=CC=1.C([N:36]([CH2:39]C)CC)C.[OH2:41].[C:42]([OH:46])([CH3:45])([CH3:44])[CH3:43].